Task: Regression. Given a peptide amino acid sequence and an MHC pseudo amino acid sequence, predict their binding affinity value. This is MHC class I binding data.. Dataset: Peptide-MHC class I binding affinity with 185,985 pairs from IEDB/IMGT (1) The peptide sequence is QLEQPYVFIK. The MHC is HLA-A03:01 with pseudo-sequence HLA-A03:01. The binding affinity (normalized) is 0.186. (2) The peptide sequence is KYYLAYTSY. The MHC is HLA-A26:02 with pseudo-sequence HLA-A26:02. The binding affinity (normalized) is 0.0847. (3) The peptide sequence is VVIVENDNVI. The MHC is HLA-A02:02 with pseudo-sequence HLA-A02:02. The binding affinity (normalized) is 0.113. (4) The peptide sequence is VSDRPMMRY. The MHC is HLA-A32:01 with pseudo-sequence HLA-A32:01. The binding affinity (normalized) is 0. (5) The peptide sequence is KYQAVTTTL. The MHC is H-2-Kd with pseudo-sequence H-2-Kd. The binding affinity (normalized) is 0.872. (6) The peptide sequence is FSTSAYLISI. The MHC is HLA-A02:02 with pseudo-sequence HLA-A02:02. The binding affinity (normalized) is 1.00. (7) The peptide sequence is SIKFKRKLM. The MHC is HLA-B35:01 with pseudo-sequence HLA-B35:01. The binding affinity (normalized) is 0.0847. (8) The peptide sequence is ESAERLKAY. The MHC is HLA-B51:01 with pseudo-sequence HLA-B51:01. The binding affinity (normalized) is 0.0847.